From a dataset of Forward reaction prediction with 1.9M reactions from USPTO patents (1976-2016). Predict the product of the given reaction. (1) Given the reactants [I:1][C:2]1[CH:3]=[C:4]([CH:7]=[CH:8][CH:9]=1)[CH:5]=[O:6].[C:10]1([CH3:18])[CH:15]=[CH:14][C:13]([Mg]Br)=[CH:12][CH:11]=1.[Cl-].[NH4+], predict the reaction product. The product is: [I:1][C:2]1[CH:3]=[C:4]([CH:5]([C:13]2[CH:14]=[CH:15][C:10]([CH3:18])=[CH:11][CH:12]=2)[OH:6])[CH:7]=[CH:8][CH:9]=1. (2) The product is: [Cl:1][C:2]1[C:11]([CH:12]=[O:13])=[CH:10][C:9]2[C:4](=[CH:5][CH:6]=[C:7]([O:14][CH2:22][CH:23]3[CH2:25][CH2:24]3)[CH:8]=2)[N:3]=1. Given the reactants [Cl:1][C:2]1[C:11]([CH:12]=[O:13])=[CH:10][C:9]2[C:4](=[CH:5][CH:6]=[C:7]([OH:14])[CH:8]=2)[N:3]=1.C(=O)([O-])[O-].[Cs+].[Cs+].Br[CH2:22][CH:23]1[CH2:25][CH2:24]1, predict the reaction product. (3) Given the reactants [CH3:1][N:2]([CH2:4][C:5]1[CH:6]=[C:7]([CH:11]=[C:12]([C:14]([F:17])([F:16])[F:15])[CH:13]=1)[C:8]([OH:10])=O)[CH3:3].Cl.C(N=C=NCCCN(C)C)C.O.N1C2C(=NC=CC=2)N(O)N=1.[NH2:41][C:42]1[CH:43]=[CH:44][C:45]([CH3:62])=[C:46]([C:48]2[CH:49]=[C:50]([N:56]3[CH2:61][CH2:60][O:59][CH2:58][CH2:57]3)[C:51](=[O:55])[N:52]([CH3:54])[CH:53]=2)[CH:47]=1, predict the reaction product. The product is: [CH3:3][N:2]([CH2:4][C:5]1[CH:6]=[C:7]([CH:11]=[C:12]([C:14]([F:17])([F:16])[F:15])[CH:13]=1)[C:8]([NH:41][C:42]1[CH:43]=[CH:44][C:45]([CH3:62])=[C:46]([C:48]2[CH:49]=[C:50]([N:56]3[CH2:61][CH2:60][O:59][CH2:58][CH2:57]3)[C:51](=[O:55])[N:52]([CH3:54])[CH:53]=2)[CH:47]=1)=[O:10])[CH3:1]. (4) Given the reactants [CH3:1][O:2][C:3]([C:5]1[CH:6]=[C:7]([CH:20]=[C:21]([N+:24]([O-])=O)[C:22]=1[CH3:23])[O:8][CH:9]1[CH2:12][N:11]([C:13]([O:15][C:16]([CH3:19])([CH3:18])[CH3:17])=[O:14])[CH2:10]1)=[O:4], predict the reaction product. The product is: [NH2:24][C:21]1[CH:20]=[C:7]([CH:6]=[C:5]([C:3]([O:2][CH3:1])=[O:4])[C:22]=1[CH3:23])[O:8][CH:9]1[CH2:12][N:11]([C:13]([O:15][C:16]([CH3:19])([CH3:18])[CH3:17])=[O:14])[CH2:10]1. (5) Given the reactants CON(C)[C:4]([C:6]1[N:7]=[CH:8][N:9]([C:11]2[CH:12]=[C:13]([C:17]3[CH:22]=[CH:21][CH:20]=[CH:19][C:18]=3[C:23]#[N:24])[CH:14]=[CH:15][CH:16]=2)[CH:10]=1)=[O:5].[CH3:26][C:27]1[S:31][CH:30]=[N:29][CH:28]=1, predict the reaction product. The product is: [CH3:26][C:27]1[S:31][C:30]([C:4]([C:6]2[N:7]=[CH:8][N:9]([C:11]3[CH:12]=[C:13]([C:17]4[C:18]([C:23]#[N:24])=[CH:19][CH:20]=[CH:21][CH:22]=4)[CH:14]=[CH:15][CH:16]=3)[CH:10]=2)=[O:5])=[N:29][CH:28]=1. (6) Given the reactants Cl.[CH3:2][O:3][C:4]1[S:8][C:7]([C:9](=[NH:11])[NH2:10])=[N:6][CH:5]=1.[Br:12][C:13]1[CH:20]=[C:19]([F:21])[CH:18]=[CH:17][C:14]=1[CH:15]=O.O=[C:23]([CH3:30])[CH2:24][C:25]([O:27][CH2:28][CH3:29])=[O:26], predict the reaction product. The product is: [Br:12][C:13]1[CH:20]=[C:19]([F:21])[CH:18]=[CH:17][C:14]=1[CH:15]1[C:24]([C:25]([O:27][CH2:28][CH3:29])=[O:26])=[C:23]([CH3:30])[NH:10][C:9]([C:7]2[S:8][C:4]([O:3][CH3:2])=[CH:5][N:6]=2)=[N:11]1. (7) Given the reactants [C:1]([O:5][C@@H:6]([C:12]1[C:13]([CH3:27])=[N:14][C:15]2[N:16]([N:19]=[C:20]([C:22]([O:24][CH2:25][CH3:26])=[O:23])[CH:21]=2)[C:17]=1I)[C:7]([O:9][CH2:10][CH3:11])=[O:8])([CH3:4])([CH3:3])[CH3:2].[Cl:28][C:29]1[C:38]2[NH:37][CH2:36][CH2:35][O:34][C:33]=2[CH:32]=[CH:31][C:30]=1B1OC(C)(C)C(C)(C)O1.C([O-])([O-])=O.[Na+].[Na+], predict the reaction product. The product is: [C:1]([O:5][C@@H:6]([C:12]1[C:13]([CH3:27])=[N:14][C:15]2[N:16]([N:19]=[C:20]([C:22]([O:24][CH2:25][CH3:26])=[O:23])[CH:21]=2)[C:17]=1[C:30]1[CH:31]=[CH:32][C:33]2[O:34][CH2:35][CH2:36][NH:37][C:38]=2[C:29]=1[Cl:28])[C:7]([O:9][CH2:10][CH3:11])=[O:8])([CH3:4])([CH3:3])[CH3:2]. (8) Given the reactants [N:1]1[N:2]([C:6]2[CH:11]=[CH:10][CH:9]=[CH:8][C:7]=2[C:12]([N:14]2[CH2:19][CH2:18][CH2:17][C@@H:16]([CH3:20])[C@H:15]2[CH2:21][NH2:22])=[O:13])[N:3]=[CH:4][CH:5]=1.Cl[C:24]1[O:25][C:26]2[CH:32]=[CH:31][C:30]([Cl:33])=[CH:29][C:27]=2[N:28]=1, predict the reaction product. The product is: [N:1]1[N:2]([C:6]2[CH:11]=[CH:10][CH:9]=[CH:8][C:7]=2[C:12]([N:14]2[CH2:19][CH2:18][CH2:17][C@@H:16]([CH3:20])[C@H:15]2[CH2:21][NH:22][C:24]2[O:25][C:26]3[CH:32]=[CH:31][C:30]([Cl:33])=[CH:29][C:27]=3[N:28]=2)=[O:13])[N:3]=[CH:4][CH:5]=1. (9) Given the reactants [C:1]([O:5][C:6](=[O:22])[NH:7][C:8]1[CH:13]=[C:12]([N:14]2[CH2:18][CH2:17][CH2:16][CH2:15]2)[C:11]([C:19]#[N:20])=[CH:10][C:9]=1[NH2:21])([CH3:4])([CH3:3])[CH3:2].C([O:27][C:28](=O)[CH2:29][C:30]([C:32]1[CH:37]=[CH:36][CH:35]=[C:34]([C:38]2[O:42][N:41]=[C:40]([CH3:43])[CH:39]=2)[CH:33]=1)=[O:31])(C)(C)C, predict the reaction product. The product is: [C:1]([O:5][C:6](=[O:22])[NH:7][C:8]1[CH:13]=[C:12]([N:14]2[CH2:18][CH2:17][CH2:16][CH2:15]2)[C:11]([C:19]#[N:20])=[CH:10][C:9]=1[NH:21][C:28](=[O:27])[CH2:29][C:30]([C:32]1[CH:37]=[CH:36][CH:35]=[C:34]([C:38]2[O:42][N:41]=[C:40]([CH3:43])[CH:39]=2)[CH:33]=1)=[O:31])([CH3:4])([CH3:2])[CH3:3]. (10) Given the reactants [Br:1][C:2]1[CH:10]=[CH:9][C:5]([C:6]([OH:8])=O)=[C:4]([F:11])[CH:3]=1.[CH3:12][C:13]1[C:14]([N:21]2[CH2:26][CH2:25][NH:24][CH2:23][CH2:22]2)=[N:15][CH:16]=[C:17]([CH:20]=1)[C:18]#[N:19], predict the reaction product. The product is: [Br:1][C:2]1[CH:10]=[CH:9][C:5]([C:6]([N:24]2[CH2:25][CH2:26][N:21]([C:14]3[C:13]([CH3:12])=[CH:20][C:17]([C:18]#[N:19])=[CH:16][N:15]=3)[CH2:22][CH2:23]2)=[O:8])=[C:4]([F:11])[CH:3]=1.